Dataset: Peptide-MHC class I binding affinity with 185,985 pairs from IEDB/IMGT. Task: Regression. Given a peptide amino acid sequence and an MHC pseudo amino acid sequence, predict their binding affinity value. This is MHC class I binding data. (1) The peptide sequence is TPALATRGF. The MHC is HLA-A26:01 with pseudo-sequence HLA-A26:01. The binding affinity (normalized) is 0.0847. (2) The peptide sequence is AVRLVVGPL. The MHC is HLA-B51:01 with pseudo-sequence HLA-B51:01. The binding affinity (normalized) is 0.0847. (3) The peptide sequence is FRKAQIQGL. The MHC is HLA-B08:01 with pseudo-sequence HLA-B08:01. The binding affinity (normalized) is 0.682. (4) The peptide sequence is MYPFIFFIV. The MHC is HLA-B27:05 with pseudo-sequence HLA-B27:05. The binding affinity (normalized) is 0.213.